Dataset: Retrosynthesis with 50K atom-mapped reactions and 10 reaction types from USPTO. Task: Predict the reactants needed to synthesize the given product. (1) Given the product Cc1cc(N2CCN(C(=O)OC(C)(C)C)CC2)ccc1[N+](=O)[O-], predict the reactants needed to synthesize it. The reactants are: CC(C)(C)OC(=O)N1CCNCC1.Cc1cc(F)ccc1[N+](=O)[O-]. (2) Given the product Cc1c(Cl)cc(C(C)O)c(OCCNC(=O)OC(C)(C)C)c1C(=O)O, predict the reactants needed to synthesize it. The reactants are: CC(=O)c1cc(Cl)c(C)c(C(=O)O)c1OCCNC(=O)OC(C)(C)C. (3) Given the product Cn1cncc1C(NC1CC1)(c1ccc2c(c1)c(-c1cccc(Cl)c1)cc(=O)n2C)c1ccc(Cl)cn1, predict the reactants needed to synthesize it. The reactants are: Cn1cncc1C(O)(c1ccc2c(c1)c(-c1cccc(Cl)c1)cc(=O)n2C)c1ccc(Cl)cn1.NC1CC1. (4) Given the product C#Cc1c(N)cc(C(F)(F)F)cc1Br, predict the reactants needed to synthesize it. The reactants are: C[Si](C)(C)C#Cc1c(N)cc(C(F)(F)F)cc1Br. (5) Given the product CCOc1cc(C(C)(C)C)ncc1C1=N[C@@](C)(c2ccc(Cl)cc2)[C@@](C)(c2ccc(Cl)cc2)N1C(=O)N1CCC(CC(=O)Nc2ccc(C(C)C)cc2)CC1, predict the reactants needed to synthesize it. The reactants are: CC(C)c1ccc(N)cc1.CCOc1cc(C(C)(C)C)ncc1C1=N[C@@](C)(c2ccc(Cl)cc2)[C@@](C)(c2ccc(Cl)cc2)N1C(=O)N1CCC(CC(=O)O)CC1. (6) Given the product CC(=O)O[C@]1(C(C)=O)CC[C@H]2[C@@H]3[C@H](O)[C@@H](Cl)C4=CC(=O)OC[C@]4(C)[C@H]3CC[C@@]21C, predict the reactants needed to synthesize it. The reactants are: CC(=O)O[C@]1(C(C)=O)CC[C@H]2[C@@H]3[C@H](O)[C@@H](Cl)C4=CC(=O)OC(O)[C@]4(C)[C@H]3CC[C@@]21C. (7) Given the product Nc1cccc(CCCc2cccc(Nc3nc(Cl)ncc3Cl)c2)c1, predict the reactants needed to synthesize it. The reactants are: Clc1ncc(Cl)c(Cl)n1.Nc1cccc(CCCc2cccc(N)c2)c1. (8) The reactants are: CCOC(=O)c1cn2c(C(=O)NCC34CC5CC(CC(C5)C3)C4)cccc2n1. Given the product O=C(O)c1cn2c(C(=O)NCC34CC5CC(CC(C5)C3)C4)cccc2n1, predict the reactants needed to synthesize it. (9) Given the product CC(c1c[nH]cn1)c1cccc2cccnc12, predict the reactants needed to synthesize it. The reactants are: C=C(c1c[nH]cn1)c1cccc2cccnc12.